This data is from Full USPTO retrosynthesis dataset with 1.9M reactions from patents (1976-2016). The task is: Predict the reactants needed to synthesize the given product. (1) Given the product [CH:22]1([N:11]2[C:10]3[N:9]=[C:8]([C:7]4[CH:6]=[CH:5][N:4]=[CH:3][C:2]=4[NH:1][C:27](=[O:34])[C:28]4[CH:33]=[CH:32][CH:31]=[CH:30][CH:29]=4)[N:17]=[CH:16][C:15]=3[N:14]([CH3:18])[C:13](=[O:19])[C@H:12]2[CH2:20][CH3:21])[CH2:26][CH2:25][CH2:24][CH2:23]1, predict the reactants needed to synthesize it. The reactants are: [NH2:1][C:2]1[CH:3]=[N:4][CH:5]=[CH:6][C:7]=1[C:8]1[N:17]=[CH:16][C:15]2[N:14]([CH3:18])[C:13](=[O:19])[C@@H:12]([CH2:20][CH3:21])[N:11]([CH:22]3[CH2:26][CH2:25][CH2:24][CH2:23]3)[C:10]=2[N:9]=1.[C:27](O)(=[O:34])[C:28]1[CH:33]=[CH:32][CH:31]=[CH:30][CH:29]=1.CN(C(ON1N=NC2C=CC=NC1=2)=[N+](C)C)C.F[P-](F)(F)(F)(F)F.CCN(C(C)C)C(C)C. (2) Given the product [F:16][C:13]1[C:14]2[CH:15]=[C:7]3[C:6]4[N:17]=[C:18]([C:21]5[C:22]([N:42]([CH3:47])[S:43]([CH3:46])(=[O:45])=[O:44])=[CH:23][C:24]6[O:28][C:27]([C:29]7[CH:30]=[CH:31][C:32]([F:35])=[CH:33][CH:34]=7)=[C:26]([C:37](=[O:38])[NH:39][CH3:40])[C:25]=6[CH:41]=5)[CH:19]=[CH:20][C:5]=4[N:4]=[C:3]([CH2:2][P:48](=[O:55])([O:52][CH2:53][CH3:54])[O:49][CH2:50][CH3:51])[N:8]3[C:9]=2[CH:10]=[CH:11][CH:12]=1, predict the reactants needed to synthesize it. The reactants are: Cl[CH2:2][C:3]1[N:8]2[C:9]3[CH:10]=[CH:11][CH:12]=[C:13]([F:16])[C:14]=3[CH:15]=[C:7]2[C:6]2[N:17]=[C:18]([C:21]3[C:22]([N:42]([CH3:47])[S:43]([CH3:46])(=[O:45])=[O:44])=[CH:23][C:24]4[O:28][C:27]([C:29]5[CH:34]=[CH:33][C:32]([F:35])=[CH:31][C:30]=5F)=[C:26]([C:37]([NH:39][CH3:40])=[O:38])[C:25]=4[CH:41]=3)[CH:19]=[CH:20][C:5]=2[N:4]=1.[P:48]([O:55]CC)([O:52][CH2:53][CH3:54])[O:49][CH2:50][CH3:51]. (3) Given the product [NH3:10].[C:1]1([S:7]([N:10]2[CH2:11][CH:12]3[N:18]([CH3:20])[CH:16]([CH2:15][O:14][CH2:13]3)[CH2:17]2)(=[O:9])=[O:8])[CH:2]=[CH:3][CH:4]=[CH:5][CH:6]=1, predict the reactants needed to synthesize it. The reactants are: [C:1]1([S:7]([N:10]2[CH2:17][CH:16]3[NH:18][CH:12]([CH2:13][O:14][CH2:15]3)[CH2:11]2)(=[O:9])=[O:8])[CH:6]=[CH:5][CH:4]=[CH:3][CH:2]=1.O.[C:20]([BH3-])#N.[Na+]. (4) Given the product [F:10][C:11]1[CH:16]=[C:15]([C:2]2[CH:7]=[CH:6][N:5]=[C:4]([S:8][CH3:9])[N:3]=2)[CH:14]=[CH:13][N:12]=1, predict the reactants needed to synthesize it. The reactants are: Br[C:2]1[CH:7]=[CH:6][N:5]=[C:4]([S:8][CH3:9])[N:3]=1.[F:10][C:11]1[CH:16]=[C:15](B(O)O)[CH:14]=[CH:13][N:12]=1.C([O-])([O-])=O.[Na+].[Na+].